This data is from Forward reaction prediction with 1.9M reactions from USPTO patents (1976-2016). The task is: Predict the product of the given reaction. (1) Given the reactants [NH2:1][C:2]([C:9]1[CH:14]=[CH:13][CH:12]=[CH:11][CH:10]=1)([CH:6]([CH3:8])[CH3:7])[C:3](O)=[O:4].[OH-].[K+].[CH3:17][N:18]=[C:19]=[S:20].Cl, predict the reaction product. The product is: [CH:6]([C:2]1([C:9]2[CH:14]=[CH:13][CH:12]=[CH:11][CH:10]=2)[NH:1][C:19](=[S:20])[N:18]([CH3:17])[C:3]1=[O:4])([CH3:8])[CH3:7]. (2) Given the reactants C([O:3][C:4](=[O:29])[C:5]1[CH:10]=[CH:9][C:8]([C:11]2[CH2:15][C:14]([C:20]3[CH:25]=[C:24]([Cl:26])[CH:23]=[C:22]([Cl:27])[CH:21]=3)([C:16]([F:19])([F:18])[F:17])[O:13][N:12]=2)=[CH:7][C:6]=1[CH3:28])C.[OH-].[Na+], predict the reaction product. The product is: [Cl:27][C:22]1[CH:21]=[C:20]([C:14]2([C:16]([F:18])([F:17])[F:19])[O:13][N:12]=[C:11]([C:8]3[CH:9]=[CH:10][C:5]([C:4]([OH:29])=[O:3])=[C:6]([CH3:28])[CH:7]=3)[CH2:15]2)[CH:25]=[C:24]([Cl:26])[CH:23]=1. (3) The product is: [NH2:1][C:2]1[N:7]=[C:6]([CH:8]2[CH2:10][CH2:9]2)[N:5]=[C:4]([C:11]([OH:13])=[O:12])[C:3]=1/[CH:16]=[CH:17]/[Si:18]([CH3:19])([CH3:21])[CH3:20]. Given the reactants [NH2:1][C:2]1[N:7]=[C:6]([CH:8]2[CH2:10][CH2:9]2)[N:5]=[C:4]([C:11]([O:13]CC)=[O:12])[C:3]=1/[CH:16]=[CH:17]/[Si:18]([CH3:21])([CH3:20])[CH3:19].CO.O.O.[OH-].[Li+], predict the reaction product. (4) Given the reactants Br[C:2]1[CH:3]=[N:4][N:5]([CH2:7][C:8]([OH:10])=[O:9])[CH:6]=1.CC1(C)C(C)(C)OB([C:19]2[CH2:24][CH2:23][N:22]([C:25]([O:27][C:28]([CH3:31])([CH3:30])[CH3:29])=[O:26])[CH2:21][CH:20]=2)O1.CC(=O)OCC, predict the reaction product. The product is: [C:28]([O:27][C:25]([N:22]1[CH2:21][CH:20]=[C:19]([C:2]2[CH:3]=[N:4][N:5]([CH2:7][C:8]([OH:10])=[O:9])[CH:6]=2)[CH2:24][CH2:23]1)=[O:26])([CH3:31])([CH3:29])[CH3:30].